From a dataset of Catalyst prediction with 721,799 reactions and 888 catalyst types from USPTO. Predict which catalyst facilitates the given reaction. (1) Reactant: [I:1][C:2]1[CH:19]=[CH:18][C:5]2[NH:6][C:7](=[O:17])[CH2:8][CH:9](C(OCC)=O)[C:10](=[O:11])[C:4]=2[CH:3]=1.[Na+].[Cl-].O. Product: [I:1][C:2]1[CH:19]=[CH:18][C:5]2[NH:6][C:7](=[O:17])[CH2:8][CH2:9][C:10](=[O:11])[C:4]=2[CH:3]=1. The catalyst class is: 16. (2) Reactant: [CH3:1][S-:2].[Na+].Br[CH2:5][C:6]1[CH:11]=[C:10]([O:12][CH3:13])[N:9]=[C:8]([Cl:14])[CH:7]=1.[Cl-].[Na+]. Product: [Cl:14][C:8]1[CH:7]=[C:6]([CH2:5][S:2][CH3:1])[CH:11]=[C:10]([O:12][CH3:13])[N:9]=1. The catalyst class is: 372.